Dataset: Forward reaction prediction with 1.9M reactions from USPTO patents (1976-2016). Task: Predict the product of the given reaction. (1) Given the reactants O[CH2:2][C:3]([C:5]1[CH:10]=[CH:9][CH:8]=[CH:7][CH:6]=1)=[O:4].CC(C)CCC[C:16](=[O:18])C.N1CCCC1, predict the reaction product. The product is: [O:18]1[C:6]2[C:5](=[CH:10][CH:9]=[CH:8][CH:7]=2)[C:3](=[O:4])[CH:2]=[CH:16]1. (2) Given the reactants [H-].[Na+].[CH3:3][O:4][C:5]([C:7]1[C:15]2[C:10](=[C:11]([CH3:16])[CH:12]=[CH:13][CH:14]=2)[NH:9][CH:8]=1)=[O:6].[F:17][C:18]([F:31])([F:30])[O:19][CH2:20][CH2:21]OS(C(F)(F)F)(=O)=O, predict the reaction product. The product is: [CH3:3][O:4][C:5]([C:7]1[C:15]2[C:10](=[C:11]([CH3:16])[CH:12]=[CH:13][CH:14]=2)[N:9]([CH2:21][CH2:20][O:19][C:18]([F:31])([F:30])[F:17])[CH:8]=1)=[O:6].